From a dataset of Full USPTO retrosynthesis dataset with 1.9M reactions from patents (1976-2016). Predict the reactants needed to synthesize the given product. (1) Given the product [CH3:19][C:13]1[N:14]2[C:15]([S:16][CH:17]=[CH:18]2)=[C:11]([S:21][CH3:20])[N:12]=1, predict the reactants needed to synthesize it. The reactants are: C([Mg]Br)C.C1COCC1.I[C:11]1[N:12]=[C:13]([CH3:19])[N:14]2[CH:18]=[CH:17][S:16][C:15]=12.[CH3:20][S:21]S(C)(=O)=O.[Cl-].[NH4+]. (2) Given the product [CH3:1][C:2]1([CH:6]2[C:15]3[C:10]4=[C:11]([CH2:21][NH:18][CH2:17][CH2:16][N:9]4[CH2:8][CH2:7]2)[CH:12]=[CH:13][CH:14]=3)[CH2:5][O:4][CH2:3]1, predict the reactants needed to synthesize it. The reactants are: [CH3:1][C:2]1([CH:6]2[C:15]3[C:10](=[CH:11][CH:12]=[CH:13][CH:14]=3)[N:9]([CH2:16][CH2:17][NH2:18])[CH2:8][CH2:7]2)[CH2:5][O:4][CH2:3]1.C=O.[C:21](O)(C(F)(F)F)=O.[OH-].[Na+]. (3) Given the product [C:21]([C@@H:20]([NH:19][C:16]([C:8]1[CH:7]=[CH:6][C:5]([NH:4][CH:1]2[CH2:2][CH2:3]2)=[C:10]([O:11][CH2:12][CH:13]2[CH2:14][CH2:15]2)[N:9]=1)=[O:18])[CH2:24][CH:25]1[CH2:27][CH2:26]1)(=[O:22])[NH2:23], predict the reactants needed to synthesize it. The reactants are: [CH:1]1([NH:4][C:5]2[CH:6]=[CH:7][C:8]([C:16]([OH:18])=O)=[N:9][C:10]=2[O:11][CH2:12][CH:13]2[CH2:15][CH2:14]2)[CH2:3][CH2:2]1.[NH2:19][C@@H:20]([CH2:24][CH:25]1[CH2:27][CH2:26]1)[C:21]([NH2:23])=[O:22]. (4) The reactants are: [C:7](O[C:7](=[O:11])[CH:8]([CH3:10])[CH3:9])(=[O:11])[CH:8]([CH3:10])[CH3:9].[Br:12][C:13]1[CH:14]=[C:15]([NH:19][NH2:20])[CH:16]=[CH:17][CH:18]=1.C(N(CC)CC)C. Given the product [Br:12][C:13]1[CH:14]=[C:15]([NH:19][NH:20][C:7](=[O:11])[CH:8]([CH3:9])[CH3:10])[CH:16]=[CH:17][CH:18]=1, predict the reactants needed to synthesize it. (5) Given the product [Cl:1][C:2]1[C:7]([O:8][CH3:9])=[CH:6][CH:5]=[CH:4][C:3]=1[C:10]([C:11]1[CH:16]=[C:15]([CH3:17])[CH:14]=[CH:13][C:12]=1[NH:18][C:19](=[O:24])[C:20]([CH3:22])([CH3:21])[CH3:23])=[O:25], predict the reactants needed to synthesize it. The reactants are: [Cl:1][C:2]1[C:7]([O:8][CH3:9])=[CH:6][CH:5]=[CH:4][C:3]=1[CH:10]([OH:25])[C:11]1[CH:16]=[C:15]([CH3:17])[CH:14]=[CH:13][C:12]=1[NH:18][C:19](=[O:24])[C:20]([CH3:23])([CH3:22])[CH3:21]. (6) Given the product [N+:26]([C:29]1[CH:30]=[C:31]([S:45]([NH:48][C:3]([C:5]2[CH:10]=[CH:9][C:8]([C:11]3[CH2:12][CH2:13][N:14]([C:17]([O:19][C:20]([CH3:23])([CH3:22])[CH3:21])=[O:18])[CH2:15][CH:16]=3)=[CH:7][CH:6]=2)=[O:4])(=[O:46])=[O:47])[CH:32]=[CH:33][C:34]=1[NH:35][CH2:36][CH2:37][S:38][C:39]1[CH:44]=[CH:43][CH:42]=[CH:41][CH:40]=1)([O-:28])=[O:27], predict the reactants needed to synthesize it. The reactants are: CO[C:3]([C:5]1[CH:10]=[CH:9][C:8]([C:11]2[CH2:12][CH2:13][N:14]([C:17]([O:19][C:20]([CH3:23])([CH3:22])[CH3:21])=[O:18])[CH2:15][CH:16]=2)=[CH:7][CH:6]=1)=[O:4].[Li+].[OH-].[N+:26]([C:29]1[CH:30]=[C:31]([S:45]([NH2:48])(=[O:47])=[O:46])[CH:32]=[CH:33][C:34]=1[NH:35][CH2:36][CH2:37][S:38][C:39]1[CH:44]=[CH:43][CH:42]=[CH:41][CH:40]=1)([O-:28])=[O:27].CCN=C=NCCCN(C)C. (7) Given the product [Br:1][C:2]1[C:7]([F:8])=[CH:6][C:5]2[C:11]([CH3:12])=[CH:10][S:9][C:4]=2[CH:3]=1, predict the reactants needed to synthesize it. The reactants are: [Br:1][C:2]1[CH:3]=[C:4]([S:9][CH2:10][C:11](=O)[CH3:12])[CH:5]=[CH:6][C:7]=1[F:8].